From a dataset of Peptide-MHC class I binding affinity with 185,985 pairs from IEDB/IMGT. Regression. Given a peptide amino acid sequence and an MHC pseudo amino acid sequence, predict their binding affinity value. This is MHC class I binding data. (1) The peptide sequence is VLWKSYPLV. The MHC is HLA-A69:01 with pseudo-sequence HLA-A69:01. The binding affinity (normalized) is 0.0847. (2) The peptide sequence is DMMFINSTCY. The MHC is HLA-A68:01 with pseudo-sequence HLA-A68:01. The binding affinity (normalized) is 0.302. (3) The peptide sequence is LMMSSPPPI. The MHC is HLA-A02:19 with pseudo-sequence HLA-A02:19. The binding affinity (normalized) is 1.00. (4) The peptide sequence is FLNPVIYTF. The MHC is HLA-B27:03 with pseudo-sequence HLA-B27:03. The binding affinity (normalized) is 0.0847.